The task is: Predict which catalyst facilitates the given reaction.. This data is from Catalyst prediction with 721,799 reactions and 888 catalyst types from USPTO. (1) Reactant: [CH3:1][O:2][C:3]([C:5]1[C:13]2[C:8](=[CH:9][CH:10]=[CH:11][CH:12]=2)[NH:7][CH:6]=1)=[O:4].[H-].[Na+].Cl[C:17]1[C:18]2[CH:25]=[CH:24][N:23]([CH3:26])[C:19]=2[N:20]=[CH:21][N:22]=1.C(OCC)(=O)C. Product: [CH3:1][O:2][C:3]([C:5]1[C:13]2[C:8](=[CH:9][CH:10]=[CH:11][CH:12]=2)[N:7]([C:17]2[C:18]3[CH:25]=[CH:24][N:23]([CH3:26])[C:19]=3[N:20]=[CH:21][N:22]=2)[CH:6]=1)=[O:4]. The catalyst class is: 35. (2) Product: [CH3:8][C:6]1[N:5]=[C:4]([OH:9])[C:3]([N+:10]([O-:12])=[O:11])=[C:2]([N:24]2[CH2:25][CH2:26][C:20]3[CH:19]=[N:18][CH:17]=[N:16][C:21]=3[CH2:22][CH2:23]2)[N:7]=1. Reactant: Br[C:2]1[N:7]=[C:6]([CH3:8])[NH:5][C:4](=[O:9])[C:3]=1[N+:10]([O-:12])=[O:11].Cl.Cl.Cl.[N:16]1[C:21]2[CH2:22][CH2:23][NH:24][CH2:25][CH2:26][C:20]=2[CH:19]=[N:18][CH:17]=1.C(N(C(C)C)C(C)C)C. The catalyst class is: 9. (3) Reactant: [CH2:1]([O:8][C:9]1[CH:45]=[CH:44][C:12]([C:13]([O:15][C:16]2[CH:21]=[CH:20][C:19]([CH2:22][CH:23]([NH:31][C:32](=[O:41])[C:33]3[CH:38]=[CH:37][C:36]([O:39][CH3:40])=[CH:35][CH:34]=3)[C:24]([O:26]C(C)(C)C)=[O:25])=[CH:18][C:17]=2[O:42][CH3:43])=[O:14])=[CH:11][CH:10]=1)[CH2:2][CH2:3][CH2:4][CH2:5][CH2:6][CH3:7].C(O)(C(F)(F)F)=O. Product: [CH2:1]([O:8][C:9]1[CH:45]=[CH:44][C:12]([C:13]([O:15][C:16]2[CH:21]=[CH:20][C:19]([CH2:22][CH:23]([NH:31][C:32](=[O:41])[C:33]3[CH:38]=[CH:37][C:36]([O:39][CH3:40])=[CH:35][CH:34]=3)[C:24]([OH:26])=[O:25])=[CH:18][C:17]=2[O:42][CH3:43])=[O:14])=[CH:11][CH:10]=1)[CH2:2][CH2:3][CH2:4][CH2:5][CH2:6][CH3:7]. The catalyst class is: 2. (4) Reactant: [N:1]1[CH:6]=[CH:5][CH:4]=[C:3]([C:7]2[N:11]3[CH:12]=[CH:13][CH:14]=[CH:15][C:10]3=[N:9][C:8]=2[C:16](OCC)=[O:17])[CH:2]=1.[BH4-].[Li+].[OH-].[Na+]. Product: [N:1]1[CH:6]=[CH:5][CH:4]=[C:3]([C:7]2[N:11]3[CH:12]=[CH:13][CH:14]=[CH:15][C:10]3=[N:9][C:8]=2[CH2:16][OH:17])[CH:2]=1. The catalyst class is: 83. (5) Reactant: [NH2:1][C:2]1[C:3]([C:12]([NH:14][C@H:15]([C:23]([O:25][CH3:26])=[O:24])[CH2:16][O:17][CH2:18][C:19]([CH3:22])([CH3:21])[CH3:20])=[O:13])=[CH:4][C:5]2[C:10]([CH:11]=1)=[CH:9][CH:8]=[CH:7][CH:6]=2.[N:27]([C:30]1[C:35]([CH3:36])=[CH:34][C:33]([CH3:37])=[CH:32][C:31]=1[CH3:38])=[C:28]=[O:29]. Product: [CH3:21][C:19]([CH3:22])([CH3:20])[CH2:18][O:17][CH2:16][C@@H:15]([C:23]([O:25][CH3:26])=[O:24])[NH:14][C:12]([C:3]1[C:2]([NH:1][C:28]([NH:27][C:30]2[C:31]([CH3:38])=[CH:32][C:33]([CH3:37])=[CH:34][C:35]=2[CH3:36])=[O:29])=[CH:11][C:10]2[C:5](=[CH:6][CH:7]=[CH:8][CH:9]=2)[CH:4]=1)=[O:13]. The catalyst class is: 17.